From a dataset of Forward reaction prediction with 1.9M reactions from USPTO patents (1976-2016). Predict the product of the given reaction. The product is: [NH:37]1[C:38]2[C:34](=[C:33]([O:32][C:5]3[CH:6]=[C:7]([N:10]4[CH2:15][CH2:14][N:13]([CH2:16][C:17]5[CH2:22][CH2:21][C:20]([CH3:24])([CH3:23])[CH2:19][C:18]=5[C:25]5[CH:30]=[CH:29][C:28]([Cl:31])=[CH:27][CH:26]=5)[CH2:12][CH2:11]4)[C:8]([Cl:43])=[CH:9][C:4]=3[C:3]([O:2][CH3:1])=[O:42])[CH:41]=[CH:40][CH:39]=2)[CH:35]=[N:36]1. Given the reactants [CH3:1][O:2][C:3](=[O:42])[C:4]1[CH:9]=[CH:8][C:7]([N:10]2[CH2:15][CH2:14][N:13]([CH2:16][C:17]3[CH2:22][CH2:21][C:20]([CH3:24])([CH3:23])[CH2:19][C:18]=3[C:25]3[CH:30]=[CH:29][C:28]([Cl:31])=[CH:27][CH:26]=3)[CH2:12][CH2:11]2)=[CH:6][C:5]=1[O:32][C:33]1[CH:41]=[CH:40][CH:39]=[C:38]2[C:34]=1[CH:35]=[N:36][NH:37]2.[Cl:43]N1C(=O)CCC1=O, predict the reaction product.